Dataset: Catalyst prediction with 721,799 reactions and 888 catalyst types from USPTO. Task: Predict which catalyst facilitates the given reaction. (1) Reactant: [C:1]([NH:5][C:6]([C:8]1[C:12]2=[N:13][C:14]([C:17]3[C:25]4[C:20](=[CH:21][CH:22]=[C:23]([O:26][CH:27]([F:29])[F:28])[CH:24]=4)[NH:19][N:18]=3)=[CH:15][N:16]=[C:11]2[N:10]([C:30]([C:43]2[CH:48]=[CH:47][CH:46]=[CH:45][CH:44]=2)([C:37]2[CH:42]=[CH:41][CH:40]=[CH:39][CH:38]=2)[C:31]2[CH:36]=[CH:35][CH:34]=[CH:33][CH:32]=2)[CH:9]=1)=[O:7])([CH3:4])([CH3:3])[CH3:2].Cl[CH2:50][CH2:51][C:52](=[O:54])[CH3:53].C([O-])([O-])=O.[K+].[K+].O. Product: [C:1]([NH:5][C:6]([C:8]1[C:12]2=[N:13][C:14]([C:17]3[C:25]4[C:20](=[CH:21][CH:22]=[C:23]([O:26][CH:27]([F:29])[F:28])[CH:24]=4)[N:19]([CH2:50][CH2:51][C:52](=[O:54])[CH3:53])[N:18]=3)=[CH:15][N:16]=[C:11]2[N:10]([C:30]([C:37]2[CH:42]=[CH:41][CH:40]=[CH:39][CH:38]=2)([C:31]2[CH:32]=[CH:33][CH:34]=[CH:35][CH:36]=2)[C:43]2[CH:48]=[CH:47][CH:46]=[CH:45][CH:44]=2)[CH:9]=1)=[O:7])([CH3:4])([CH3:2])[CH3:3]. The catalyst class is: 3. (2) Reactant: N1(C([O:8][C@H:9]2[CH2:14][CH2:13][C@H:12]([N:15]3[C:23](=[O:24])[NH:22][C:21]4[C:16]3=[N:17][C:18]([N:25]3[C:29]5[CH:30]=[CH:31][CH:32]=[CH:33][C:28]=5[N:27]=[CH:26]3)=[N:19][CH:20]=4)[CH2:11][CH2:10]2)=O)C=CN=C1.Cl. Product: [N:25]1([C:18]2[N:17]=[C:16]3[C:21]([NH:22][C:23](=[O:24])[N:15]3[C@H:12]3[CH2:11][CH2:10][C@H:9]([OH:8])[CH2:14][CH2:13]3)=[CH:20][N:19]=2)[C:29]2[CH:30]=[CH:31][CH:32]=[CH:33][C:28]=2[N:27]=[CH:26]1. The catalyst class is: 197. (3) Reactant: [F:1][C:2]1[C:3]([C:10]2[NH:11][C:12](=[O:19])[CH:13]=[C:14]([C:16]([OH:18])=O)[N:15]=2)=[N:4][CH:5]=[C:6]([O:8][CH3:9])[CH:7]=1.Cl.[F:21][C:22]1[CH:23]=[C:24]([C@H:33]([NH2:37])[CH2:34][O:35][CH3:36])[CH:25]=[CH:26][C:27]=1[O:28][C:29]([F:32])([F:31])[F:30].Cl.CN(C)CCCN=C=NCC.ON1C2C=CC=CC=2N=N1. Product: [F:1][C:2]1[C:3]([C:10]2[NH:11][C:12](=[O:19])[CH:13]=[C:14]([C:16]([NH:37][C@@H:33]([C:24]3[CH:25]=[CH:26][C:27]([O:28][C:29]([F:30])([F:31])[F:32])=[C:22]([F:21])[CH:23]=3)[CH2:34][O:35][CH3:36])=[O:18])[N:15]=2)=[N:4][CH:5]=[C:6]([O:8][CH3:9])[CH:7]=1. The catalyst class is: 681. (4) Reactant: ClC1[C:7]([C:8]2[CH:9]=[C:10]3[C:14](=[CH:15][CH:16]=2)NN=C3)=CC=CN=1.CC1C=C(B(O)O)C=CC=1.Br[C:28]1[C:33]([Cl:34])=[CH:32][CH:31]=[CH:30][N:29]=1.C([O-])([O-])=O.[Na+].[Na+]. Product: [Cl:34][C:33]1[C:28]([C:15]2[CH:14]=[CH:10][CH:9]=[C:8]([CH3:7])[CH:16]=2)=[N:29][CH:30]=[CH:31][CH:32]=1. The catalyst class is: 77.